This data is from Full USPTO retrosynthesis dataset with 1.9M reactions from patents (1976-2016). The task is: Predict the reactants needed to synthesize the given product. The reactants are: C1C(=O)N([Br:8])C(=O)C1.[NH2:9][C:10]1[CH:15]=[CH:14][C:13]([C:16]2[S:20][C:19]([NH:21][C:22](=[O:24])[CH3:23])=[N:18][C:17]=2[CH3:25])=[CH:12][CH:11]=1. Given the product [NH2:9][C:10]1[CH:11]=[CH:12][C:13]([C:16]2[S:20][C:19]([NH:21][C:22](=[O:24])[CH3:23])=[N:18][C:17]=2[CH3:25])=[CH:14][C:15]=1[Br:8], predict the reactants needed to synthesize it.